From a dataset of Full USPTO retrosynthesis dataset with 1.9M reactions from patents (1976-2016). Predict the reactants needed to synthesize the given product. (1) Given the product [CH3:24][N:13]([C@@H:14]([CH3:23])[CH2:15][CH2:16][C:17]1[CH:22]=[CH:21][CH:20]=[CH:19][CH:18]=1)[S:10]([C:3]1[C:4]([CH3:9])=[CH:5][C:6]([CH3:8])=[CH:7][C:2]=1[CH3:1])(=[O:12])=[O:11], predict the reactants needed to synthesize it. The reactants are: [CH3:1][C:2]1[CH:7]=[C:6]([CH3:8])[CH:5]=[C:4]([CH3:9])[C:3]=1[S:10]([NH:13][C@@H:14]([CH3:23])[CH2:15][CH2:16][C:17]1[CH:22]=[CH:21][CH:20]=[CH:19][CH:18]=1)(=[O:12])=[O:11].[C:24](=O)([O-])[O-].[K+].[K+].IC.ClCCl. (2) Given the product [F:31][C:28]1[CH:29]=[CH:30][C:23]2=[C:24]([CH:27]=1)[O:25][CH2:26][C:20]1[CH:19]=[C:18]([CH2:17][N:11]3[C:10]4[CH:12]=[CH:13][CH:14]=[CH:15][C:9]=4[N:8]=[C:7]3[C:2]3[CH:3]=[CH:4][CH:5]=[CH:6][N:1]=3)[CH:37]=[CH:36][C:21]=1/[C:22]/2=[C:32](/[CH3:35])\[C:33]#[N:34], predict the reactants needed to synthesize it. The reactants are: [N:1]1[CH:6]=[CH:5][CH:4]=[CH:3][C:2]=1[C:7]1[NH:11][C:10]2[CH:12]=[CH:13][CH:14]=[CH:15][C:9]=2[N:8]=1.Br[CH2:17][C:18]1[CH:37]=[CH:36][C:21]2/[C:22](=[C:32](/[CH3:35])\[C:33]#[N:34])/[C:23]3[CH:30]=[CH:29][C:28]([F:31])=[CH:27][C:24]=3[O:25][CH2:26][C:20]=2[CH:19]=1. (3) Given the product [CH3:12][O:11][C:6]1[CH:7]=[CH:8][CH:9]=[C:10]2[C:5]=1[CH2:4][CH2:3][CH2:2][CH2:1]2, predict the reactants needed to synthesize it. The reactants are: [CH2:1]1[C:10]2[CH:9]=[CH:8][CH:7]=[C:6]([OH:11])[C:5]=2[CH2:4][CH2:3][CH2:2]1.[CH3:12]OS(OC)(=O)=O.C([O-])([O-])=O.[K+].[K+]. (4) Given the product [OH:26][C:24]([CH:27]1[CH2:31][CH2:30][N:29]([C:33]([NH2:34])=[O:32])[CH2:28]1)([C:22]1[S:23][C:19]([C:4]2[CH:3]=[C:2]([CH3:1])[CH:7]=[C:6]([NH:8][C:9]3[CH:14]=[C:13]([C:15]([F:18])([F:16])[F:17])[CH:12]=[CH:11][N:10]=3)[N:5]=2)=[CH:20][N:21]=1)[CH3:25], predict the reactants needed to synthesize it. The reactants are: [CH3:1][C:2]1[CH:7]=[C:6]([NH:8][C:9]2[CH:14]=[C:13]([C:15]([F:18])([F:17])[F:16])[CH:12]=[CH:11][N:10]=2)[N:5]=[C:4]([C:19]2[S:23][C:22]([C:24]([CH:27]3[CH2:31][CH2:30][NH:29][CH2:28]3)([OH:26])[CH3:25])=[N:21][CH:20]=2)[CH:3]=1.[O-:32][C:33]#[N:34].[K+].O.Cl.